This data is from CYP2D6 inhibition data for predicting drug metabolism from PubChem BioAssay. The task is: Regression/Classification. Given a drug SMILES string, predict its absorption, distribution, metabolism, or excretion properties. Task type varies by dataset: regression for continuous measurements (e.g., permeability, clearance, half-life) or binary classification for categorical outcomes (e.g., BBB penetration, CYP inhibition). Dataset: cyp2d6_veith. (1) The molecule is CCOc1ccc(N2C(=O)/C(=C/c3cc(OC)c(OC)c(OC)c3)N(CC(=O)OC)C2=S)cc1. The result is 0 (non-inhibitor). (2) The drug is COc1ccccc1-c1nccc(NCc2cccs2)n1. The result is 1 (inhibitor). (3) The drug is Cc1ccc(/C=C2\SC(=S)N(CCCC(=O)Nc3ccccn3)C2=O)cc1. The result is 0 (non-inhibitor). (4) The result is 0 (non-inhibitor). The compound is Cc1ccc2c(c1)N(CCC(=O)NCCCOC(C)C)C(=O)C(C)O2.